This data is from Full USPTO retrosynthesis dataset with 1.9M reactions from patents (1976-2016). The task is: Predict the reactants needed to synthesize the given product. (1) Given the product [F:16][C:17]([F:30])([F:29])[S:18]([O:21][Si:5]([CH2:1][CH2:2][CH2:3][CH3:4])([CH3:15])[CH3:14])(=[O:20])=[O:19], predict the reactants needed to synthesize it. The reactants are: [CH2:1]([Si:5]([CH3:15])([CH3:14])N[Si:5]([CH3:15])([CH3:14])[CH2:1][CH2:2][CH2:3][CH3:4])[CH2:2][CH2:3][CH3:4].[F:16][C:17]([F:30])([F:29])[S:18]([O:21]S(C(F)(F)F)(=O)=O)(=[O:20])=[O:19]. (2) Given the product [CH:2]([CH:3]([CH2:15][CH2:16][C:17]1[CH:26]=[CH:25][C:20]([C:21]([O:23][CH3:24])=[O:22])=[CH:19][CH:18]=1)[CH2:4][C:5]1[CH:14]=[CH:13][C:8]([C:9]([O:11][CH3:12])=[O:10])=[CH:7][CH:6]=1)=[O:1], predict the reactants needed to synthesize it. The reactants are: [OH:1][CH2:2][CH:3]([CH2:15][CH2:16][C:17]1[CH:26]=[CH:25][C:20]([C:21]([O:23][CH3:24])=[O:22])=[CH:19][CH:18]=1)[CH2:4][C:5]1[CH:14]=[CH:13][C:8]([C:9]([O:11][CH3:12])=[O:10])=[CH:7][CH:6]=1.[Cr](Cl)([O-])(=O)=O.[NH+]1C=CC=CC=1. (3) The reactants are: [C:1]([OH:8])(=[O:7])[CH2:2][CH2:3][CH2:4][C:5]#[CH:6].[CH3:9][C:10]1([CH2:14]O)[CH2:13][O:12][CH2:11]1.Cl.C(N=C=NCCCN(C)C)C.O. Given the product [CH3:9][C:10]1([CH2:14][O:7][C:1](=[O:8])[CH2:2][CH2:3][CH2:4][C:5]#[CH:6])[CH2:13][O:12][CH2:11]1, predict the reactants needed to synthesize it. (4) Given the product [CH2:1]([O:3][C:4]([C:6]1[O:7][C:8]2[CH:15]=[CH:14][C:13]([Br:17])=[C:12]([OH:16])[C:9]=2[C:10]=1[CH3:11])=[O:5])[CH3:2], predict the reactants needed to synthesize it. The reactants are: [CH2:1]([O:3][C:4]([C:6]1[O:7][C:8]2[CH:15]=[CH:14][CH:13]=[C:12]([OH:16])[C:9]=2[C:10]=1[CH3:11])=[O:5])[CH3:2].[Br:17]N1C(=O)CCC1=O. (5) Given the product [NH:1]1[C:9]2[C:4](=[C:5]([C:10]3[CH:18]=[C:17]4[C:13]([CH:14]=[N:15][NH:16]4)=[C:12]([C:29]4[O:74][C:73]([CH2:72][C:66]5[CH:71]=[CH:70][CH:69]=[CH:68][CH:67]=5)=[N:31][N:30]=4)[CH:11]=3)[CH:6]=[CH:7][CH:8]=2)[CH:3]=[CH:2]1, predict the reactants needed to synthesize it. The reactants are: [NH:1]1[C:9]2[C:4](=[C:5]([C:10]3[CH:18]=[C:17]4[C:13]([CH:14]=[N:15][N:16]4S(C4C=CC(C)=CC=4)(=O)=O)=[C:12]([C:29]4NN=[N:31][N:30]=4)[CH:11]=3)[CH:6]=[CH:7][CH:8]=2)[CH:3]=[CH:2]1.[NH:1]1[C:9]2[C:4](=[C:5]([C:10]3[CH:18]=[C:17]4[C:13]([CH:14]=[N:15][N:16]4S(C4C=CC=CC=4)(=O)=O)=[C:12]([C:29]4NN=[N:31][N:30]=4)[CH:11]=3)[CH:6]=[CH:7][CH:8]=2)[CH:3]=[CH:2]1.[C:66]1([CH2:72][C:73](Cl)=[O:74])[CH:71]=[CH:70][CH:69]=[CH:68][CH:67]=1.[OH-].[Na+].Cl. (6) Given the product [Br:1][CH2:7][C:6](=[O:8])[CH:5]([O:9][CH3:10])[O:4][CH3:3], predict the reactants needed to synthesize it. The reactants are: [Br:1]Br.[CH3:3][O:4][CH:5]([O:9][CH3:10])[C:6](=[O:8])[CH3:7]. (7) Given the product [Cl:21][C:22]1[C:30]([C:31]([F:32])([F:33])[F:34])=[CH:29][CH:28]=[CH:27][C:23]=1[C:24]1[O:15][N:14]=[C:13]([CH2:12][N:8]2[C:9]3[C:5](=[C:4]([C:17]([F:19])([F:20])[F:18])[C:3]([C:1]#[N:2])=[CH:11][CH:10]=3)[CH:6]=[CH:7]2)[N:16]=1, predict the reactants needed to synthesize it. The reactants are: [C:1]([C:3]1[C:4]([C:17]([F:20])([F:19])[F:18])=[C:5]2[C:9](=[CH:10][CH:11]=1)[N:8]([CH2:12][C:13](=[NH:16])[NH:14][OH:15])[CH:7]=[CH:6]2)#[N:2].[Cl:21][C:22]1[C:30]([C:31]([F:34])([F:33])[F:32])=[CH:29][CH:28]=[CH:27][C:23]=1[C:24](O)=O.